This data is from Peptide-MHC class I binding affinity with 185,985 pairs from IEDB/IMGT. The task is: Regression. Given a peptide amino acid sequence and an MHC pseudo amino acid sequence, predict their binding affinity value. This is MHC class I binding data. (1) The peptide sequence is WILDRLFFK. The MHC is HLA-A03:01 with pseudo-sequence HLA-A03:01. The binding affinity (normalized) is 0.633. (2) The binding affinity (normalized) is 0.851. The peptide sequence is IFLKPEETF. The MHC is HLA-A24:03 with pseudo-sequence HLA-A24:03.